Dataset: Reaction yield outcomes from USPTO patents with 853,638 reactions. Task: Predict the reaction yield, written as a fraction of the theoretical maximum amount of product (1.0 means a 100% yield; for example, 0.34 means a 34% yield). (1) The reactants are [C:1]([C:5]1[N:9]([CH2:10][CH:11]2[CH2:16][CH2:15][O:14][CH2:13][CH2:12]2)[C:8]2[CH:17]=[CH:18][C:19]([S:21](Cl)(=[O:23])=[O:22])=[CH:20][C:7]=2[N:6]=1)([CH3:4])([CH3:3])[CH3:2].[NH:25]1[CH2:28][CH:27]([NH:29][C:30](=[O:36])[O:31][C:32]([CH3:35])([CH3:34])[CH3:33])[CH2:26]1. The catalyst is CN(C1C=CN=CC=1)C.CC#N. The product is [C:1]([C:5]1[N:9]([CH2:10][CH:11]2[CH2:16][CH2:15][O:14][CH2:13][CH2:12]2)[C:8]2[CH:17]=[CH:18][C:19]([S:21]([N:25]3[CH2:28][CH:27]([NH:29][C:30](=[O:36])[O:31][C:32]([CH3:34])([CH3:33])[CH3:35])[CH2:26]3)(=[O:23])=[O:22])=[CH:20][C:7]=2[N:6]=1)([CH3:4])([CH3:3])[CH3:2]. The yield is 0.830. (2) The reactants are [F:1][C:2]1[CH:7]=[CH:6][CH:5]=[CH:4][C:3]=1[C:8]1[C:16]2[C:11](=[N:12][C:13]([O:21][CH2:22][C:23]([O:25]CC)=[O:24])=[CH:14][C:15]=2[C:17]([F:20])([F:19])[F:18])[N:10]([CH3:28])[N:9]=1.C1COCC1.O[Li].O.Cl. The catalyst is CCO.O. The product is [F:1][C:2]1[CH:7]=[CH:6][CH:5]=[CH:4][C:3]=1[C:8]1[C:16]2[C:11](=[N:12][C:13]([O:21][CH2:22][C:23]([OH:25])=[O:24])=[CH:14][C:15]=2[C:17]([F:20])([F:19])[F:18])[N:10]([CH3:28])[N:9]=1. The yield is 0.780. (3) The catalyst is CN(C=O)C. The yield is 0.280. The product is [CH3:21][O:20][C:16]([C:17]1[S:18][C:8]2=[N:9][CH:10]=[C:11]([I:13])[CH:12]=[C:7]2[C:6]=1[OH:15])=[O:19]. The reactants are C[O-].[Na+].CO[C:6](=[O:15])[C:7]1[CH:12]=[C:11]([I:13])[CH:10]=[N:9][C:8]=1Cl.[C:16]([O:20][CH3:21])(=[O:19])[CH2:17][SH:18].O. (4) The reactants are C[Si](C)(C)[N-][Si](C)(C)C.[Li+].[CH2:11]1[O:21][C:14]2([CH2:19][CH2:18][C:17](=[O:20])[CH2:16][CH2:15]2)[O:13][CH2:12]1.[S:22]1[C:26]2[CH:27]=[C:28]([C:31](Cl)=[O:32])[CH:29]=[CH:30][C:25]=2[N:24]=[CH:23]1.O. The catalyst is C1COCC1. The product is [S:22]1[C:26]2[CH:27]=[C:28]([C:31]([CH:18]3[C:17](=[O:20])[CH2:16][CH2:15][C:14]4([O:13][CH2:12][CH2:11][O:21]4)[CH2:19]3)=[O:32])[CH:29]=[CH:30][C:25]=2[N:24]=[CH:23]1. The yield is 0.350. (5) The product is [CH3:9][O:8][C:7]1[C:2]([O:1][CH2:27][CH2:28][CH2:29][N:30]2[CH2:34][CH2:33][CH2:32][CH2:31]2)=[CH:3][C:4]([N+:16]([O-:18])=[O:17])=[C:5]([C:10]2([C:14]#[N:15])[CH2:11][CH2:12][CH2:13]2)[CH:6]=1. The yield is 0.590. The catalyst is CC#N. The reactants are [OH:1][C:2]1[C:7]([O:8][CH3:9])=[CH:6][C:5]([C:10]2([C:14]#[N:15])[CH2:13][CH2:12][CH2:11]2)=[C:4]([N+:16]([O-:18])=[O:17])[CH:3]=1.C(=O)([O-])[O-].[K+].[K+].Cl.Br[CH2:27][CH2:28][CH2:29][N:30]1[CH2:34][CH2:33][CH2:32][CH2:31]1. (6) The reactants are [ClH:1].[CH2:2]([C:9]1[N:10]=[C:11]([NH2:14])[NH:12][CH:13]=1)[CH2:3][CH2:4][CH2:5][CH2:6][C:7]#[CH:8].[N:15]([CH2:18][C:19]([CH3:27])=[CH:20][C:21]1[CH:26]=[CH:25][CH:24]=[CH:23][CH:22]=1)=[N+:16]=[N-:17]. No catalyst specified. The product is [ClH:1].[CH3:27][C:19](=[CH:20][C:21]1[CH:26]=[CH:25][CH:24]=[CH:23][CH:22]=1)[CH2:18][N:15]1[CH:8]=[C:7]([CH2:6][CH2:5][CH2:4][CH2:3][CH2:2][C:9]2[N:10]=[C:11]([NH2:14])[NH:12][CH:13]=2)[N:17]=[N:16]1. The yield is 0.650. (7) The reactants are Cl[CH2:2][C:3]([N:5]1[CH2:10][CH2:9][S:8][C:7]2[CH:11]=[CH:12][C:13]([N+:15]([O-:17])=[O:16])=[CH:14][C:6]1=2)=[O:4].[CH2:18]([N:20](CC)CC)[CH3:19].Cl.C(N)C. The yield is 0.880. The catalyst is O1CCOCC1.O. The product is [CH2:18]([NH:20][CH2:2][C:3]([N:5]1[CH2:10][CH2:9][S:8][C:7]2[CH:11]=[CH:12][C:13]([N+:15]([O-:17])=[O:16])=[CH:14][C:6]1=2)=[O:4])[CH3:19]. (8) The reactants are [O:1]1[CH2:6][CH2:5][N:4]([CH2:7][CH2:8][CH2:9][NH:10]C(=C(C#N)C#N)[NH:10][CH2:9][CH2:8][CH2:7][N:4]2[CH2:5][CH2:6][O:1][CH2:2][CH2:3]2)[CH2:3][CH2:2]1.CSC(=C(C#N)C#N)SC. No catalyst specified. The product is [NH2:10][CH2:9][CH2:8][CH2:7][N:4]1[CH2:5][CH2:6][O:1][CH2:2][CH2:3]1. The yield is 0.109.